This data is from Forward reaction prediction with 1.9M reactions from USPTO patents (1976-2016). The task is: Predict the product of the given reaction. (1) The product is: [CH:39]1([O:38][C:37]([O:45][CH:46]([O:23][C:22]([C:17]2[C:16]3[CH:15]=[C:14]([C:25](=[O:36])[NH:26][CH:27]4[CH2:32][CH2:31][N:30]([CH:33]([CH3:34])[CH3:35])[CH2:29][CH2:28]4)[N:13]([CH2:12][C:9]4[CH:8]=[C:7]([C:5]5[S:6][C:2]([Cl:1])=[CH:3][CH:4]=5)[O:11][N:10]=4)[C:21]=3[CH:20]=[CH:19][CH:18]=2)=[O:24])[CH3:47])=[O:49])[CH2:44][CH2:43][CH2:42][CH2:41][CH2:40]1. Given the reactants [Cl:1][C:2]1[S:6][C:5]([C:7]2[O:11][N:10]=[C:9]([CH2:12][N:13]3[C:21]4[CH:20]=[CH:19][CH:18]=[C:17]([C:22]([OH:24])=[O:23])[C:16]=4[CH:15]=[C:14]3[C:25](=[O:36])[NH:26][CH:27]3[CH2:32][CH2:31][N:30]([CH:33]([CH3:35])[CH3:34])[CH2:29][CH2:28]3)[CH:8]=2)=[CH:4][CH:3]=1.[C:37](=[O:49])([O:45][CH:46](Cl)[CH3:47])[O:38][CH:39]1[CH2:44][CH2:43][CH2:42][CH2:41][CH2:40]1, predict the reaction product. (2) Given the reactants [Br:1][C:2]1[CH:8]=[CH:7][C:5]([NH2:6])=[CH:4][C:3]=1[CH3:9].O[CH2:11][CH:12]([CH2:14]O)O.[N+](C1C=CC=CC=1)([O-])=O.S(=O)(=O)(O)O, predict the reaction product. The product is: [Br:1][C:2]1[CH:8]=[C:7]2[C:5](=[CH:4][C:3]=1[CH3:9])[N:6]=[CH:14][CH:12]=[CH:11]2. (3) The product is: [N:1]1[CH:6]=[CH:5][CH:4]=[CH:3][C:2]=1[C:7]1[O:8][C:9]2[CH2:14][CH2:13][N:12]([C:15]3[CH:22]=[CH:21][N:28]=[C:17]([C:18]#[N:19])[CH:16]=3)[CH2:11][C:10]=2[N:23]=1. Given the reactants [N:1]1[CH:6]=[CH:5][CH:4]=[CH:3][C:2]=1[C:7]1[O:8][C:9]2[CH2:14][CH2:13][N:12]([C:15]3[CH:16]=[C:17](C=[CH:21][CH:22]=3)[C:18]#[N:19])[CH2:11][C:10]=2[N:23]=1.BrC1C=C[N:28]=C(C#N)C=1, predict the reaction product. (4) Given the reactants [Cl:1][C:2]1[CH:11]=[C:10]2[C:5]([C:6]([N:12]3[CH2:17][CH2:16][N:15]([C:18]([NH:20][C:21]4[CH:26]=[CH:25][C:24]([C:27](F)(F)F)=CC=4)=[O:19])[CH2:14][CH2:13]3)=[CH:7][CH:8]=[N:9]2)=[CH:4][CH:3]=1.ClC1C=C2C(C(N3CCNCC3)=CC=N2)=CC=1.C(N(C(C)C)CC)(C)C.C1(N=C=O)CCCC1, predict the reaction product. The product is: [Cl:1][C:2]1[CH:11]=[C:10]2[C:5]([C:6]([N:12]3[CH2:13][CH2:14][N:15]([C:18]([NH:20][CH:21]4[CH2:26][CH2:25][CH2:24][CH2:27]4)=[O:19])[CH2:16][CH2:17]3)=[CH:7][CH:8]=[N:9]2)=[CH:4][CH:3]=1. (5) The product is: [F:1][C:2]1[C:33]([F:34])=[CH:32][CH:31]=[CH:30][C:3]=1[CH2:4][S:5][C:6]1[N:11]=[C:10]([NH:12][S:13]([N:16]2[CH2:17][CH2:18][CH2:19]2)(=[O:14])=[O:15])[CH:9]=[C:8]([NH:20][C@@H:21]([CH3:22])[C@@H:23]([OH:24])[CH2:27][OH:26])[N:7]=1. Given the reactants [F:1][C:2]1[C:33]([F:34])=[CH:32][CH:31]=[CH:30][C:3]=1[CH2:4][S:5][C:6]1[N:11]=[C:10]([NH:12][S:13]([N:16]2[CH2:19][CH2:18][CH2:17]2)(=[O:15])=[O:14])[CH:9]=[C:8]([NH:20][C@H:21]([C@@H:23]2[CH2:27][O:26]C(C)(C)[O:24]2)[CH3:22])[N:7]=1.C1(C)C=CC(S(O)(=O)=O)=CC=1, predict the reaction product. (6) Given the reactants [CH2:1]([S:8][C:9]1[N:10]=[C:11](Cl)[C:12]2[S:17][C:16]([NH2:18])=[N:15][C:13]=2[N:14]=1)[C:2]1[CH:7]=[CH:6][CH:5]=[CH:4][CH:3]=1.C(N(C(C)C)C(C)C)C.[NH2:29][C@H:30]([CH2:33][CH2:34][CH3:35])[CH2:31][OH:32].O, predict the reaction product. The product is: [NH2:18][C:16]1[S:17][C:12]2[C:11]([NH:29][C@H:30]([CH2:33][CH2:34][CH3:35])[CH2:31][OH:32])=[N:10][C:9]([S:8][CH2:1][C:2]3[CH:7]=[CH:6][CH:5]=[CH:4][CH:3]=3)=[N:14][C:13]=2[N:15]=1. (7) Given the reactants [C:1]([O:6][CH2:7][CH2:8][CH2:9][CH2:10][OH:11])(=[O:5])[CH2:2][CH2:3][CH3:4].OS(O)(=O)=O.[N+:17]([O-])([OH:19])=[O:18].[N+](OCCCCO[N+]([O-])=O)([O-])=O, predict the reaction product. The product is: [C:1]([O:6][CH2:7][CH2:8][CH2:9][CH2:10][O:11][N+:17]([O-:19])=[O:18])(=[O:5])[CH2:2][CH2:3][CH3:4]. (8) Given the reactants [F:1][C:2]1[CH:27]=[CH:26][CH:25]=[CH:24][C:3]=1[CH2:4][C:5]1[C:9]([C:10](OCC)=[O:11])=[CH:8][N:7]([CH2:15][C:16]2[CH:21]=[CH:20][C:19]([O:22][CH3:23])=[CH:18][CH:17]=2)[N:6]=1.[H-].[Al+3].[Li+].[H-].[H-].[H-], predict the reaction product. The product is: [F:1][C:2]1[CH:27]=[CH:26][CH:25]=[CH:24][C:3]=1[CH2:4][C:5]1[C:9]([CH2:10][OH:11])=[CH:8][N:7]([CH2:15][C:16]2[CH:21]=[CH:20][C:19]([O:22][CH3:23])=[CH:18][CH:17]=2)[N:6]=1. (9) Given the reactants Cl.[CH3:2][O:3][NH2:4].C(N(CC)CC)C.Cl.Cl.[NH2:14][CH2:15][CH2:16][N:17]1[C:25]2[C:24]([NH:26][C:27]3[CH:32]=[CH:31][C:30]([O:33][C:34]4[CH:39]=[CH:38][CH:37]=[C:36]([C:40]([F:43])([F:42])[F:41])[CH:35]=4)=[C:29]([Cl:44])[CH:28]=3)=[N:23][CH:22]=[N:21][C:20]=2[CH:19]=[CH:18]1.[C:45](=O)([O-])[OH:46].[Na+], predict the reaction product. The product is: [Cl:44][C:29]1[CH:28]=[C:27]([NH:26][C:24]2[C:25]3[N:17]([CH2:16][CH2:15][NH:14][C:45]([NH:4][O:3][CH3:2])=[O:46])[CH:18]=[CH:19][C:20]=3[N:21]=[CH:22][N:23]=2)[CH:32]=[CH:31][C:30]=1[O:33][C:34]1[CH:39]=[CH:38][CH:37]=[C:36]([C:40]([F:43])([F:42])[F:41])[CH:35]=1.